Dataset: Catalyst prediction with 721,799 reactions and 888 catalyst types from USPTO. Task: Predict which catalyst facilitates the given reaction. (1) Reactant: [C:1]([O:9][CH:10]1[CH:17]2[CH:13]([C:14](=[O:18])[NH:15][CH2:16]2)[CH2:12][CH2:11]1)(=[O:8])[C:2]1[CH:7]=[CH:6][CH:5]=[CH:4][CH:3]=1.ClC1C(C)=C(N2C[C@@H]3[C@H](O)CC[C@@H]3C2=O)C=CC=1C#N.[H-].[Na+].Br[CH2:42][C:43]1[CH:50]=[CH:49][C:46]([C:47]#[N:48])=[C:45]([Cl:51])[C:44]=1[CH3:52]. Product: [C:1]([O:9][CH:10]1[CH:17]2[CH:13]([C:14](=[O:18])[N:15]([CH2:42][C:43]3[CH:50]=[CH:49][C:46]([C:47]#[N:48])=[C:45]([Cl:51])[C:44]=3[CH3:52])[CH2:16]2)[CH2:12][CH2:11]1)(=[O:8])[C:2]1[CH:7]=[CH:6][CH:5]=[CH:4][CH:3]=1.[C:1]([O:9][CH:10]1[CH:17]2[CH:16]([N:15]([CH2:42][C:43]3[CH:50]=[CH:49][C:46]([C:47]#[N:48])=[C:45]([Cl:51])[C:44]=3[CH3:52])[C:14](=[O:18])[CH2:13]2)[CH2:12][CH2:11]1)(=[O:8])[C:2]1[CH:3]=[CH:4][CH:5]=[CH:6][CH:7]=1. The catalyst class is: 118. (2) Reactant: [Cl:1][C:2]1[CH:3]=[CH:4][C:5]([N:8]2[CH:12]=[C:11]([CH2:13][CH2:14][CH2:15][OH:16])[C:10]([CH:17]([CH2:20][CH3:21])[CH2:18][CH3:19])=[N:9]2)=[N:6][CH:7]=1.O[C:23]1[C:28]([O:29][CH3:30])=[CH:27][CH:26]=[CH:25][C:24]=1[CH2:31][C:32]([O:34]C)=[O:33].C(P(CCCC)CCCC)CCC.N(C(N1CCCCC1)=O)=NC(N1CCCCC1)=O. Product: [Cl:1][C:2]1[CH:3]=[CH:4][C:5]([N:8]2[CH:12]=[C:11]([CH2:13][CH2:14][CH2:15][O:16][C:23]3[C:28]([O:29][CH3:30])=[CH:27][CH:26]=[CH:25][C:24]=3[CH2:31][C:32]([OH:34])=[O:33])[C:10]([CH:17]([CH2:20][CH3:21])[CH2:18][CH3:19])=[N:9]2)=[N:6][CH:7]=1. The catalyst class is: 7. (3) Reactant: [F:1][C:2]1[CH:41]=[CH:40][CH:39]=[C:38]([F:42])[C:3]=1[CH2:4][O:5][C:6]1[C:7]2[N:8]([C:12]([C:16]([NH:18][C:19]3([C:27]4[CH:28]=[N:29][N:30](C5CCCCO5)[CH:31]=4)[CH2:24][O:23]C(C)(C)[O:21][CH2:20]3)=[O:17])=[C:13]([CH3:15])[N:14]=2)[CH:9]=[CH:10][CH:11]=1.[ClH:43].O1CCOCC1. Product: [ClH:43].[F:42][C:38]1[CH:39]=[CH:40][CH:41]=[C:2]([F:1])[C:3]=1[CH2:4][O:5][C:6]1[C:7]2[N:8]([C:12]([C:16]([NH:18][C:19]([C:27]3[CH:31]=[N:30][NH:29][CH:28]=3)([CH2:20][OH:21])[CH2:24][OH:23])=[O:17])=[C:13]([CH3:15])[N:14]=2)[CH:9]=[CH:10][CH:11]=1. The catalyst class is: 24. (4) Reactant: [Br:1][C:2]1[CH:3]=[CH:4][C:5]([O:17][CH3:18])=[C:6]([CH:8]([C:10]2[CH:15]=[CH:14][C:13]([Br:16])=[CH:12][CH:11]=2)[OH:9])[CH:7]=1.CC(C)=O.OS(O)(=O)=O.O=[Cr](=O)=O. Product: [Br:1][C:2]1[CH:3]=[CH:4][C:5]([O:17][CH3:18])=[C:6]([C:8]([C:10]2[CH:15]=[CH:14][C:13]([Br:16])=[CH:12][CH:11]=2)=[O:9])[CH:7]=1. The catalyst class is: 21. (5) Reactant: [C:1]([C:4]1[CH:5]=[C:6]([CH:25]=[CH:26][CH:27]=1)[O:7][C@H:8]1[CH2:13][N:12](C(OCC2C=CC=CC=2)=O)[C@H:11]([CH3:24])[CH2:10][CH2:9]1)(=[O:3])[CH3:2]. Product: [CH3:24][C@H:11]1[NH:12][CH2:13][C@H:8]([O:7][C:6]2[CH:5]=[C:4]([CH:1]([OH:3])[CH3:2])[CH:27]=[CH:26][CH:25]=2)[CH2:9][CH2:10]1. The catalyst class is: 50. (6) Reactant: C(OC([N:8]1[C:16]2[C:11](=[C:12]([C:20]([C:23]3[O:24][C:25]4[CH:31]=[CH:30][C:29]([C:32]#[N:33])=[CH:28][C:26]=4[N:27]=3)([OH:22])[CH3:21])[C:13]([O:18][CH3:19])=[CH:14][C:15]=2[CH3:17])[CH:10]=[CH:9]1)=O)(C)(C)C.C([O-])([O-])=O.[Cs+].[Cs+]. Product: [OH:22][C:20]([C:23]1[O:24][C:25]2[CH:31]=[CH:30][C:29]([C:32]#[N:33])=[CH:28][C:26]=2[N:27]=1)([C:12]1[C:13]([O:18][CH3:19])=[CH:14][C:15]([CH3:17])=[C:16]2[C:11]=1[CH:10]=[CH:9][NH:8]2)[CH3:21]. The catalyst class is: 5. (7) Reactant: [CH3:1][O:2][C:3]1[CH:4]=[C:5]([CH:24]=[CH:25][C:26]=1[O:27][CH3:28])[O:6][CH2:7][C:8]#[C:9][C:10]([C@@H:12]1[CH2:16][CH2:15][CH2:14][N:13]1[C:17]([O:19][C:20]([CH3:23])([CH3:22])[CH3:21])=[O:18])=O.[CH3:29][NH:30][NH2:31].C([O-])(=O)C.[Na+]. Product: [CH3:1][O:2][C:3]1[CH:4]=[C:5]([CH:24]=[CH:25][C:26]=1[O:27][CH3:28])[O:6][CH2:7][C:8]1[N:30]([CH3:29])[N:31]=[C:10]([C@@H:12]2[CH2:16][CH2:15][CH2:14][N:13]2[C:17]([O:19][C:20]([CH3:23])([CH3:22])[CH3:21])=[O:18])[CH:9]=1. The catalyst class is: 14.